From a dataset of Full USPTO retrosynthesis dataset with 1.9M reactions from patents (1976-2016). Predict the reactants needed to synthesize the given product. (1) Given the product [CH:2]1[C:3]2[C:30](=[N:31][C:32]3[C:33]([CH:4]=2)=[CH:24][CH:21]=[CH:20][CH:27]=3)[C:34]([C:38]([NH:1][CH2:2][CH2:3][CH2:4][N:5]([CH2:13][CH2:14][CH2:15][NH:16][C:17]2[N:18]=[N+:19]([O-:28])[C:20]3[CH:27]=[CH:26][CH:25]=[CH:24][C:21]=3[N+:22]=2[O-:23])[C:6](=[O:12])[O:7][C:8]([CH3:10])([CH3:11])[CH3:9])=[O:37])=[CH:35][CH:36]=1, predict the reactants needed to synthesize it. The reactants are: [NH2:1][CH2:2][CH2:3][CH2:4][N:5]([CH2:13][CH2:14][CH2:15][NH:16][C:17]1[N:18]=[N+:19]([O-:28])[C:20]2[CH:27]=[CH:26][CH:25]=[CH:24][C:21]=2[N+:22]=1[O-:23])[C:6](=[O:12])[O:7][C:8]([CH3:11])([CH3:10])[CH3:9].[N-]1[CH:33]=[CH:32][N:31]=[CH:30]1.[CH2:34]1[CH2:38][O:37][CH2:36][CH2:35]1. (2) Given the product [O:1]1[C:5]2[CH:6]=[CH:7][C:8]([C:10]([OH:18])=[O:11])=[CH:9][C:4]=2[O:3][CH2:2]1, predict the reactants needed to synthesize it. The reactants are: [O:1]1[C:5]2[CH:6]=[CH:7][C:8]([CH:10]=[O:11])=[CH:9][C:4]=2[O:3][CH2:2]1.CC(=CC)C.Cl([O-])=[O:18].[Na+].Cl.